This data is from Peptide-MHC class II binding affinity with 134,281 pairs from IEDB. The task is: Regression. Given a peptide amino acid sequence and an MHC pseudo amino acid sequence, predict their binding affinity value. This is MHC class II binding data. (1) The peptide sequence is NNALQNLARTISEAG. The MHC is HLA-DQA10102-DQB10602 with pseudo-sequence HLA-DQA10102-DQB10602. The binding affinity (normalized) is 0.522. (2) The peptide sequence is TTAAGAASGAATVAA. The binding affinity (normalized) is 0. The MHC is DRB1_1501 with pseudo-sequence DRB1_1501. (3) The peptide sequence is PVTEEPGMAKIPAGE. The MHC is DRB1_0301 with pseudo-sequence DRB1_0301. The binding affinity (normalized) is 0.0740. (4) The peptide sequence is KGSNDHYLALLVKYA. The MHC is HLA-DPA10201-DPB10501 with pseudo-sequence HLA-DPA10201-DPB10501. The binding affinity (normalized) is 0.361. (5) The peptide sequence is LDGVNLVASQPIFTG. The MHC is DRB1_0404 with pseudo-sequence DRB1_0404. The binding affinity (normalized) is 0.435. (6) The peptide sequence is ASTGGAYESYKFIPA. The MHC is DRB3_0101 with pseudo-sequence DRB3_0101. The binding affinity (normalized) is 0.558. (7) The peptide sequence is PSAHVRLRLTRLLLL. The MHC is H-2-IAd with pseudo-sequence H-2-IAd. The binding affinity (normalized) is 0.421. (8) The peptide sequence is GWYLVAATAAAATLR. The MHC is HLA-DPA10201-DPB10101 with pseudo-sequence HLA-DPA10201-DPB10101. The binding affinity (normalized) is 0.239. (9) The peptide sequence is YDKFLANVSTVLTEK. The MHC is DRB1_0401 with pseudo-sequence DRB1_0401. The binding affinity (normalized) is 0.564.